From a dataset of Catalyst prediction with 721,799 reactions and 888 catalyst types from USPTO. Predict which catalyst facilitates the given reaction. (1) Reactant: [F:1][C:2]1[CH:3]=[C:4]([N:9]2[C:17]3[C:12](=[CH:13][C:14]([C:18]([O:20]C)=[O:19])=[CH:15][CH:16]=3)[CH:11]=[CH:10]2)[CH:5]=[CH:6][C:7]=1[F:8].[Li+].[OH-].Cl. Product: [F:1][C:2]1[CH:3]=[C:4]([N:9]2[C:17]3[C:12](=[CH:13][C:14]([C:18]([OH:20])=[O:19])=[CH:15][CH:16]=3)[CH:11]=[CH:10]2)[CH:5]=[CH:6][C:7]=1[F:8]. The catalyst class is: 20. (2) Reactant: C(N(CC)CC)C.[CH2:8]([O:15][C:16]([N:18]1[CH2:22][CH2:21][CH:20]([C:23]([OH:25])=O)[CH2:19]1)=[O:17])[C:9]1[CH:14]=[CH:13][CH:12]=[CH:11][CH:10]=1.Cl.[CH3:27][NH:28][O:29][CH3:30].Cl.CN(C)CCCN=C=NCC.ON1C2C=CC=CC=2N=N1. The catalyst class is: 146. Product: [CH3:30][O:29][N:28]([CH3:27])[C:23]([CH:20]1[CH2:21][CH2:22][N:18]([C:16]([O:15][CH2:8][C:9]2[CH:10]=[CH:11][CH:12]=[CH:13][CH:14]=2)=[O:17])[CH2:19]1)=[O:25]. (3) Reactant: Cl.[Cl:2][C:3]1[CH:4]=[C:5]2[C:9](=[CH:10][CH:11]=1)[NH:8][CH:7]=[C:6]2[CH2:12][CH2:13][NH2:14].[CH3:15][O:16][C:17]1[CH:22]=[CH:21][CH:20]=[CH:19][C:18]=1[N:23]1[CH2:27][CH2:26][CH:25]([C:28](O)=[O:29])[C:24]1=[O:31].C1CN([P+](ON2N=NC3C=CC=CC2=3)(N2CCCC2)N2CCCC2)CC1.F[P-](F)(F)(F)(F)F.C(N(CC)C(C)C)(C)C. Product: [Cl:2][C:3]1[CH:4]=[C:5]2[C:9](=[CH:10][CH:11]=1)[NH:8][CH:7]=[C:6]2[CH2:12][CH2:13][NH:14][C:28]([CH:25]1[CH2:26][CH2:27][N:23]([C:18]2[CH:19]=[CH:20][CH:21]=[CH:22][C:17]=2[O:16][CH3:15])[C:24]1=[O:31])=[O:29]. The catalyst class is: 139.